This data is from Full USPTO retrosynthesis dataset with 1.9M reactions from patents (1976-2016). The task is: Predict the reactants needed to synthesize the given product. (1) Given the product [CH2:1]([O:3][C:4]1[CH:9]=[CH:8][CH:7]=[C:6]([F:10])[C:5]=1[C:13]([F:20])([F:19])[C:14]([O:16][CH2:17][CH3:18])=[O:15])[CH3:2], predict the reactants needed to synthesize it. The reactants are: [CH2:1]([O:3][C:4]1[CH:9]=[CH:8][CH:7]=[C:6]([F:10])[C:5]=1I)[CH3:2].Br[C:13]([F:20])([F:19])[C:14]([O:16][CH2:17][CH3:18])=[O:15].[Cl-].[NH4+]. (2) Given the product [F:18][C:19]([F:21])([F:20])[C:6]([C@H:8]1[CH2:9][CH2:10][C@H:11]([C:14]([O:16][CH3:17])=[O:15])[CH2:12][CH2:13]1)([OH:7])[C:2]1[S:1][CH:5]=[CH:4][N:3]=1, predict the reactants needed to synthesize it. The reactants are: [S:1]1[CH:5]=[CH:4][N:3]=[C:2]1[C:6]([C@H:8]1[CH2:13][CH2:12][C@H:11]([C:14]([O:16][CH3:17])=[O:15])[CH2:10][CH2:9]1)=[O:7].[F:18][C:19]([Si](C)(C)C)([F:21])[F:20].O.O.O.[F-].C([N+](CCCC)(CCCC)CCCC)CCC.O.